Task: Predict the reactants needed to synthesize the given product.. Dataset: Full USPTO retrosynthesis dataset with 1.9M reactions from patents (1976-2016) (1) Given the product [OH:7][CH2:8][CH2:9][CH2:10][C:11]([O:13][C@:14]([C:43]1[CH:48]=[CH:47][C:46]([F:49])=[CH:45][C:44]=1[F:50])([CH2:37][N:38]1[CH:42]=[N:41][CH:40]=[N:39]1)[C@H:15]([S:17][C@@H:18]1[CH2:23][O:22][C@@H:21](/[CH:24]=[CH:25]/[CH:26]=[CH:27]/[C:28]2[CH:33]=[CH:32][C:31]([C:34]#[N:35])=[CH:30][C:29]=2[F:36])[O:20][CH2:19]1)[CH3:16])=[O:12], predict the reactants needed to synthesize it. The reactants are: C(OC([O:7][CH2:8][CH2:9][CH2:10][C:11]([O:13][C@:14]([C:43]1[CH:48]=[CH:47][C:46]([F:49])=[CH:45][C:44]=1[F:50])([CH2:37][N:38]1[CH:42]=[N:41][CH:40]=[N:39]1)[C@H:15]([S:17][C@@H:18]1[CH2:23][O:22][C@@H:21](/[CH:24]=[CH:25]/[CH:26]=[CH:27]/[C:28]2[CH:33]=[CH:32][C:31]([C:34]#[N:35])=[CH:30][C:29]=2[F:36])[O:20][CH2:19]1)[CH3:16])=[O:12])=O)C=C.C([SnH](CCCC)CCCC)CCC.CCCCCC. (2) Given the product [NH2:2][CH:3]1[CH2:6][CH:5]([NH:7][C:8](=[O:19])[O:9][C:10]([CH3:13])([CH3:12])[CH3:11])[C:4]1([CH3:17])[CH3:16], predict the reactants needed to synthesize it. The reactants are: O[N:2]=[C:3]1[CH2:6][CH:5]([NH:7][C:8](=NO)[O:9][C:10]([CH3:13])([CH3:12])[CH3:11])[C:4]1([CH3:17])[CH3:16].C[OH:19].